This data is from Full USPTO retrosynthesis dataset with 1.9M reactions from patents (1976-2016). The task is: Predict the reactants needed to synthesize the given product. (1) Given the product [C:1]([O:6][CH2:7][CH2:8][O:9][CH2:10][CH2:11][O:12][CH2:13][CH2:14][C:15]([OH:17])=[O:16])(=[O:5])[C:2]([CH3:4])=[CH2:3], predict the reactants needed to synthesize it. The reactants are: [C:1]([O:6][CH2:7][CH2:8][O:9][CH2:10][CH2:11][O:12][CH2:13][CH2:14][C:15]([O:17]C(C)(C)C)=[O:16])(=[O:5])[C:2]([CH3:4])=[CH2:3].C(OCC)(=O)C. (2) The reactants are: [C:1]1([C:7]2[CH:15]=[CH:14][C:10]([C:11](Cl)=[O:12])=[CH:9][CH:8]=2)[CH:6]=[CH:5][CH:4]=[CH:3][CH:2]=1.[NH2:16][CH2:17][CH2:18][CH2:19][CH2:20][CH2:21][C:22]([OH:24])=[O:23].[OH-].[Na+].Cl. Given the product [C:1]1([C:7]2[CH:15]=[CH:14][C:10]([C:11]([NH:16][CH2:17][CH2:18][CH2:19][CH2:20][CH2:21][C:22]([OH:24])=[O:23])=[O:12])=[CH:9][CH:8]=2)[CH:6]=[CH:5][CH:4]=[CH:3][CH:2]=1, predict the reactants needed to synthesize it. (3) Given the product [OH:1][C:2]1[CH:10]=[C:9]([O:11][CH3:12])[CH:8]=[CH:7][C:3]=1[C:4]#[N:6], predict the reactants needed to synthesize it. The reactants are: [OH:1][C:2]1[CH:10]=[C:9]([O:11][CH3:12])[CH:8]=[CH:7][C:3]=1[C:4]([NH2:6])=O.C(N(CC)CC)C.FC(F)(F)S(OS(C(F)(F)F)(=O)=O)(=O)=O. (4) Given the product [ClH:1].[ClH:1].[N:14]1[CH:19]=[CH:18][CH:17]=[N:16][C:15]=1[NH:20][C:21]1[S:22][CH:4]=[C:5]([C:7]2[N:8]=[C:9]([OH:13])[CH:10]=[CH:11][CH:12]=2)[N:23]=1, predict the reactants needed to synthesize it. The reactants are: [ClH:1].Cl.Br[CH2:4][C:5]([C:7]1[CH:12]=[CH:11][CH:10]=[C:9]([OH:13])[N:8]=1)=O.[N:14]1[CH:19]=[CH:18][CH:17]=[N:16][C:15]=1[NH:20][C:21]([NH2:23])=[S:22]. (5) The reactants are: [CH2:1]([N:9]1[CH2:14][CH2:13][CH:12]([NH:15][C:16](=[O:19])[CH2:17][CH3:18])[CH2:11][CH2:10]1)[CH2:2][C:3]1[CH:8]=[CH:7][CH:6]=[CH:5][CH:4]=1.[C:20]([OH:25])(=[O:24])[C:21]([OH:23])=[O:22]. Given the product [C:20]([OH:25])(=[O:24])[C:21]([OH:23])=[O:22].[CH2:1]([N:9]1[CH2:10][CH2:11][CH:12]([NH:15][C:16](=[O:19])[CH2:17][CH3:18])[CH2:13][CH2:14]1)[CH2:2][C:3]1[CH:4]=[CH:5][CH:6]=[CH:7][CH:8]=1, predict the reactants needed to synthesize it. (6) Given the product [Cl:1][C:2]1[CH:7]=[C:6]([Cl:8])[CH:5]=[CH:4][C:3]=1[C:9]1[N:14]2[N:15]=[C:16]([S:26][CH3:27])[C:17]([NH:18][CH2:19][CH2:31][CH3:32])=[C:13]2[CH:12]=[CH:11][CH:10]=1, predict the reactants needed to synthesize it. The reactants are: [Cl:1][C:2]1[CH:7]=[C:6]([Cl:8])[CH:5]=[CH:4][C:3]=1[C:9]1[N:14]2[N:15]=[C:16]([S:26][CH3:27])[C:17]([NH:18][C:19](=O)OC(C)(C)C)=[C:13]2[CH:12]=[CH:11][CH:10]=1.[H-].[Na+].I[CH2:31][CH2:32]C.Cl.C(OCC)(=O)C.[OH-].[Na+].